This data is from Catalyst prediction with 721,799 reactions and 888 catalyst types from USPTO. The task is: Predict which catalyst facilitates the given reaction. The catalyst class is: 2. Product: [CH2:15]([N:22]1[CH2:26][CH2:25][C:24]([NH:27][CH2:12][C:4]2[C:3](=[O:14])[N:2]([CH3:1])[C:11]3[C:6]([CH:5]=2)=[CH:7][CH:8]=[CH:9][CH:10]=3)([CH3:28])[CH2:23]1)[C:16]1[CH:17]=[CH:18][CH:19]=[CH:20][CH:21]=1. Reactant: [CH3:1][N:2]1[C:11]2[C:6](=[CH:7][CH:8]=[CH:9][CH:10]=2)[CH:5]=[C:4]([CH:12]=O)[C:3]1=[O:14].[CH2:15]([N:22]1[CH2:26][CH2:25][C:24]([CH3:28])([NH2:27])[CH2:23]1)[C:16]1[CH:21]=[CH:20][CH:19]=[CH:18][CH:17]=1.C(O)(=O)C.C(O[BH-](OC(=O)C)OC(=O)C)(=O)C.[Na+].